Dataset: Forward reaction prediction with 1.9M reactions from USPTO patents (1976-2016). Task: Predict the product of the given reaction. (1) Given the reactants [C:1]1([C@@H:7]2[CH2:12][NH:11][CH2:10][CH2:9][NH:8]2)[CH:6]=[CH:5][CH:4]=[CH:3][CH:2]=1.Cl[C:14]1[C:23]2[C:18](=[CH:19][C:20]([O:26][CH3:27])=[C:21]([O:24][CH3:25])[CH:22]=2)[N:17]=[CH:16][N:15]=1, predict the reaction product. The product is: [CH3:25][O:24][C:21]1[CH:22]=[C:23]2[C:18](=[CH:19][C:20]=1[O:26][CH3:27])[N:17]=[CH:16][N:15]=[C:14]2[N:11]1[CH2:10][CH2:9][NH:8][C@H:7]([C:1]2[CH:2]=[CH:3][CH:4]=[CH:5][CH:6]=2)[CH2:12]1. (2) Given the reactants [Cl:1][C:2]1[CH:7]=[C:6]([C:8]([F:11])([F:10])[F:9])[CH:5]=[CH:4][C:3]=1[C:12]#[C:13][C:14]([OH:16])=O.[Cl:17][C:18]1[CH:19]=[C:20]([NH2:31])[CH:21]=[CH:22][C:23]=1[CH2:24][CH2:25][NH:26][CH2:27][CH:28]1[CH2:30][CH2:29]1, predict the reaction product. The product is: [Cl:17][C:18]1[CH:19]=[C:20]([NH:31][C:14](=[O:16])[C:13]#[C:12][C:3]2[CH:4]=[CH:5][C:6]([C:8]([F:9])([F:10])[F:11])=[CH:7][C:2]=2[Cl:1])[CH:21]=[CH:22][C:23]=1[CH2:24][CH2:25][NH:26][CH2:27][CH:28]1[CH2:30][CH2:29]1. (3) Given the reactants [F:1][C:2]1[CH:10]=[CH:9][CH:8]=[C:7]([NH:11][C:12]2[N:17]=[C:16]([NH:18][C:19]3[CH:27]=[C:26]4[C:22]([CH2:23][CH2:24][NH:25]4)=[CH:21][C:20]=3[O:28][CH3:29])[NH:15][C:14]3=[N:30][CH:31]=[CH:32][C:13]=23)[C:3]=1[C:4]([NH2:6])=[O:5].Br[CH2:34][C:35](Cl)=[O:36].[NH:38]1[CH:42]=[CH:41][N:40]=[CH:39]1.CCN(C(C)C)C(C)C, predict the reaction product. The product is: [F:1][C:2]1[CH:10]=[CH:9][CH:8]=[C:7]([NH:11][C:12]2[N:17]=[C:16]([NH:18][C:19]3[CH:27]=[C:26]4[C:22]([CH2:23][CH2:24][N:25]4[C:35](=[O:36])[CH2:34][N:38]4[CH:42]=[CH:41][N:40]=[CH:39]4)=[CH:21][C:20]=3[O:28][CH3:29])[NH:15][C:14]3=[N:30][CH:31]=[CH:32][C:13]=23)[C:3]=1[C:4]([NH2:6])=[O:5].